This data is from Full USPTO retrosynthesis dataset with 1.9M reactions from patents (1976-2016). The task is: Predict the reactants needed to synthesize the given product. (1) The reactants are: Cl.[Cl:2][C:3]1[CH:4]=[CH:5][C:6]([O:41][CH3:42])=[C:7]([CH:40]=1)[CH2:8][C@H:9]1[C:15](=[O:16])[N:14]([C:17]([NH:19][C@@H:20]([C:24]2[CH:32]=[CH:31][C:27]([C:28]([OH:30])=[O:29])=[C:26]([N+:33]([O-])=O)[CH:25]=2)[CH2:21][CH2:22][CH3:23])=[O:18])[CH2:13][C:12](=[N:36][O:37][CH2:38][CH3:39])[NH:11][CH2:10]1.C(OCC)(=O)C. Given the product [NH2:33][C:26]1[CH:25]=[C:24]([C@H:20]([NH:19][C:17]([N:14]2[C:15](=[O:16])[C@H:9]([CH2:8][C:7]3[CH:40]=[C:3]([Cl:2])[CH:4]=[CH:5][C:6]=3[O:41][CH3:42])[CH2:10][NH:11][C:12](=[N:36][O:37][CH2:38][CH3:39])[CH2:13]2)=[O:18])[CH2:21][CH2:22][CH3:23])[CH:32]=[CH:31][C:27]=1[C:28]([OH:30])=[O:29], predict the reactants needed to synthesize it. (2) The reactants are: [CH3:1][O:2][C:3]1[CH:8]=[C:7]([O:9][CH3:10])[C:6]([N+:11]([O-])=O)=[CH:5][C:4]=1[C:14](=[O:16])[CH3:15]. Given the product [NH2:11][C:6]1[C:7]([O:9][CH3:10])=[CH:8][C:3]([O:2][CH3:1])=[C:4]([C:14](=[O:16])[CH3:15])[CH:5]=1, predict the reactants needed to synthesize it. (3) Given the product [C:14]([C:18]1[N:23]=[C:22]([N:24]2[CH2:25][CH2:26][N:27]([CH2:2][CH2:3][CH2:4][CH2:5][N:6]3[CH:11]=[CH:10][C:9]([CH3:12])=[CH:8][C:7]3=[O:13])[CH2:28][CH2:29]2)[CH:21]=[C:20]([C:30]([F:31])([F:32])[F:33])[N:19]=1)([CH3:17])([CH3:15])[CH3:16], predict the reactants needed to synthesize it. The reactants are: Cl[CH2:2][CH2:3][CH2:4][CH2:5][N:6]1[CH:11]=[CH:10][C:9]([CH3:12])=[CH:8][C:7]1=[O:13].[C:14]([C:18]1[N:23]=[C:22]([N:24]2[CH2:29][CH2:28][NH:27][CH2:26][CH2:25]2)[CH:21]=[C:20]([C:30]([F:33])([F:32])[F:31])[N:19]=1)([CH3:17])([CH3:16])[CH3:15].C(N(CC)CC)C.O. (4) The reactants are: [C:1](=[O:34])(OC1C=CC([N+]([O-])=O)=CC=1)[O:2][C@H:3]([CH2:8][O:9][C:10]1[CH:15]=[CH:14][C:13]([O:16][CH2:17]C2C=CC=CC=2)=[CH:12][CH:11]=1)[C:4]([CH3:7])([CH3:6])[CH3:5].[OH:35][CH:36]([C@@H:45]([NH:50]C(=O)OC(C)(C)C)[CH2:46][CH2:47][CH2:48][CH3:49])[C:37](=[O:44])[NH:38][C:39]1[NH:43][N:42]=[CH:41][CH:40]=1.CC(OI1(OC(C)=O)(OC(C)=O)OC(=O)[C:68]2[CH:67]=[CH:66][CH:65]=[CH:64][C:63]1=2)=O. Given the product [O:44]=[C:37]([NH:38][C:39]1[NH:43][N:42]=[CH:41][CH:40]=1)[C:36]([C@@H:45]([NH:50][C:1](=[O:34])[O:2][C@H:3]([CH2:8][O:9][C:10]1[CH:15]=[CH:14][C:13]([O:16][CH2:17][C:63]2[CH:64]=[CH:65][CH:66]=[CH:67][CH:68]=2)=[CH:12][CH:11]=1)[C:4]([CH3:6])([CH3:7])[CH3:5])[CH2:46][CH2:47][CH2:48][CH3:49])=[O:35], predict the reactants needed to synthesize it. (5) Given the product [CH3:1][N:2]1[C:10]2[C:5](=[CH:6][CH:7]=[C:8]([N+:11]([O-:13])=[O:12])[CH:9]=2)[C:4]([CH2:14][CH2:15][N:17]2[CH2:21][CH2:20][CH2:19][CH2:18]2)=[CH:3]1, predict the reactants needed to synthesize it. The reactants are: [CH3:1][N:2]1[C:10]2[C:5](=[CH:6][CH:7]=[C:8]([N+:11]([O-:13])=[O:12])[CH:9]=2)[C:4]([C:14](=O)[C:15]([N:17]2[CH2:21][CH2:20][CH2:19][CH2:18]2)=O)=[CH:3]1.B.C1COCC1. (6) Given the product [NH2:21][C:19]1[C:18]([C:24]2[CH:29]=[CH:28][CH:27]=[C:26]([C:30](=[O:41])[NH:31][C:32]3([C:35]4[CH:36]=[CH:37][CH:38]=[CH:39][CH:40]=4)[CH2:33][CH2:34]3)[CH:25]=2)=[CH:17][C:11]2[C:12]([C:13]([NH:15][CH3:16])=[O:14])=[C:8]([C:5]3[CH:4]=[CH:3][C:2]([F:1])=[CH:7][CH:6]=3)[O:9][C:10]=2[CH:20]=1, predict the reactants needed to synthesize it. The reactants are: [F:1][C:2]1[CH:7]=[CH:6][C:5]([C:8]2[O:9][C:10]3[CH:20]=[C:19]([N+:21]([O-])=O)[C:18]([C:24]4[CH:29]=[CH:28][CH:27]=[C:26]([C:30](=[O:41])[NH:31][C:32]5([C:35]6[CH:40]=[CH:39][CH:38]=[CH:37][CH:36]=6)[CH2:34][CH2:33]5)[CH:25]=4)=[CH:17][C:11]=3[C:12]=2[C:13]([NH:15][CH3:16])=[O:14])=[CH:4][CH:3]=1.C(OCC)(=O)C.